This data is from Peptide-MHC class II binding affinity with 134,281 pairs from IEDB. The task is: Regression. Given a peptide amino acid sequence and an MHC pseudo amino acid sequence, predict their binding affinity value. This is MHC class II binding data. (1) The binding affinity (normalized) is 0.458. The MHC is HLA-DQA10401-DQB10402 with pseudo-sequence HLA-DQA10401-DQB10402. The peptide sequence is AAATAGTTVVGAFAA. (2) The peptide sequence is SPTEFTSISSNSGNL. The MHC is DRB1_0405 with pseudo-sequence DRB1_0405. The binding affinity (normalized) is 0.671.